From a dataset of Full USPTO retrosynthesis dataset with 1.9M reactions from patents (1976-2016). Predict the reactants needed to synthesize the given product. The reactants are: [CH3:1][CH2:2][CH2:3][C:4]1[C:5]2[N:14]=[C:13]([C:15]3[CH:16]=[C:17]([S:24]([N:27]4[CH2:32][CH2:31][N:30]([CH3:33])[CH2:29][CH2:28]4)(=[O:26])=[O:25])[CH:18]=[CH:19][C:20]=3[O:21][CH2:22][CH3:23])[NH:12][C:10](=[O:11])[C:6]=2[N:7]([CH3:9])[N:8]=1.C(C(O)(C(O)=O)CC(O)=O)C(O)=O.C(O)[C@@H](O)C(O)[C@@H](O)CO.O=C1O[C@H]([C@H](CO)O)C(O)=C1O.C([O-])(=O)CCCCCCCCCCCCCCCCC.[Mg+2].C([O-])(=O)CCCCCCCCCCCCCCCCC. Given the product [CH3:1][CH2:2][CH2:3][C:4]1[C:5]2[N:14]=[C:13]([C:15]3[CH:16]=[C:17]([S:24]([N:27]4[CH2:32][CH2:31][N:30]([CH3:33])[CH2:29][CH2:28]4)(=[O:25])=[O:26])[CH:18]=[CH:19][C:20]=3[O:21][CH2:22][CH3:23])[NH:12][C:10](=[O:11])[C:6]=2[N:7]([CH3:9])[N:8]=1, predict the reactants needed to synthesize it.